This data is from hERG Central: cardiac toxicity at 1µM, 10µM, and general inhibition. The task is: Predict hERG channel inhibition at various concentrations. (1) The molecule is C=CCNC(=S)N1CCN(c2ccc([N+](=O)[O-])cc2)CC1. Results: hERG_inhib (hERG inhibition (general)): blocker. (2) The molecule is COc1cccc(CN2CCCC(C(=O)c3ccc4c(c3)OCO4)C2)c1OC. Results: hERG_inhib (hERG inhibition (general)): blocker. (3) The compound is NC(=O)c1ccsc1NC(=O)CS(=O)(=O)c1ccc(F)cc1. Results: hERG_inhib (hERG inhibition (general)): blocker. (4) The drug is CCCCCCCCCCOC(=O)Cn1c(COc2ccccc2)[n+](C)c2ccccc21.[Cl-]. Results: hERG_inhib (hERG inhibition (general)): blocker. (5) The compound is CSc1ccc(/C=C(/NC(=O)c2ccccc2)C(=O)N2CCN(C)CC2)cc1. Results: hERG_inhib (hERG inhibition (general)): blocker. (6) The compound is C=CCn1c(C2CC(=O)N(c3ccc(C)cc3)C2)nc2ccccc21. Results: hERG_inhib (hERG inhibition (general)): blocker. (7) The compound is CCN(CC(=O)NCc1ccc(F)cc1)C(=O)Cc1ccc(OC)cc1. Results: hERG_inhib (hERG inhibition (general)): blocker. (8) The drug is COc1ccc(-c2nc3cc(C)ccn3c2NCc2ccc3c(c2)OCO3)cc1. Results: hERG_inhib (hERG inhibition (general)): blocker.